From a dataset of Forward reaction prediction with 1.9M reactions from USPTO patents (1976-2016). Predict the product of the given reaction. (1) The product is: [Cl:2][C:3]1[CH:8]=[C:7]2[C:6](=[CH:5][CH:4]=1)[NH:9][C:11]1[CH2:16][CH2:15][CH2:14][C:13](=[O:17])[C:12]2=1. Given the reactants Cl.[Cl:2][C:3]1[CH:8]=[CH:7][C:6]([NH:9]N)=[CH:5][CH:4]=1.[C:11]1(=O)[CH2:16][CH2:15][CH2:14][C:13](=[O:17])[CH2:12]1.ClC1C=CC(NN=C2CCCC(=O)C2)=CC=1, predict the reaction product. (2) Given the reactants Cl[C:2]1[C:19]2[CH:18]=[CH:17][C:16]3[C:7](=[CH:8][CH:9]=[C:10]4[C:15]=3[N:14]=[C:13]([CH3:20])[CH:12]=[C:11]4Cl)[C:6]=2[N:5]=[C:4]([CH3:22])[CH:3]=1.CC1(C)C(C)(C)OB([C:31]2[CH:32]=[C:33]([C:37]3[CH:38]=[N:39][CH:40]=[CH:41][CH:42]=3)[CH:34]=[CH:35][CH:36]=2)O1.C(=O)([O-])[O-].[Na+].[Na+], predict the reaction product. The product is: [CH3:22][C:4]1[CH:3]=[C:2]([C:31]2[CH:36]=[CH:35][CH:34]=[C:33]([C:37]3[CH:38]=[N:39][CH:40]=[CH:41][CH:42]=3)[CH:32]=2)[C:19]2[CH:18]=[CH:17][C:16]3[C:7]([C:6]=2[N:5]=1)=[CH:8][CH:9]=[C:10]1[C:15]=3[N:14]=[C:13]([CH3:20])[CH:12]=[C:11]1[C:35]1[CH:36]=[CH:31][CH:32]=[C:33]([C:37]2[CH:38]=[N:39][CH:40]=[CH:41][CH:42]=2)[CH:34]=1. (3) The product is: [CH2:20]([O:16][CH2:38][C:37](=[O:36])[CH2:1][P:2](=[O:7])([O:5][CH3:6])[O:3][CH3:4])[C:19]1[CH:13]=[CH:12][CH:14]=[CH:17][CH:18]=1. Given the reactants [CH3:1][P:2](=[O:7])([O:5][CH3:6])[O:3][CH3:4].C([N-][CH:12]([CH3:14])[CH3:13])(C)C.[Li+].[O:16]1[CH2:20][CH2:19][CH2:18][CH2:17]1.CCCCCCC.C(C1C=CC=CC=1)C.[O:36]1CC[CH2:38][CH2:37]1, predict the reaction product. (4) Given the reactants O[CH2:2][C:3]1[CH:19]=[CH:18][C:6]([CH2:7][NH:8][S:9]([C:12]2[CH:17]=[CH:16][CH:15]=[CH:14][N:13]=2)(=[O:11])=[O:10])=[CH:5][CH:4]=1.CCN(CC)CC.CS([Cl:31])(=O)=O, predict the reaction product. The product is: [Cl:31][CH2:2][C:3]1[CH:19]=[CH:18][C:6]([CH2:7][NH:8][S:9]([C:12]2[CH:17]=[CH:16][CH:15]=[CH:14][N:13]=2)(=[O:11])=[O:10])=[CH:5][CH:4]=1. (5) Given the reactants [CH3:1][NH:2][CH2:3][C:4]([O:6][C@H:7]([CH3:45])[CH2:8][N:9]1[C:13]([CH3:14])=[C:12]([C:15](=[O:37])[NH:16][C:17]2[CH:22]=[CH:21][C:20]([O:23][C:24]3[C:33]4[C:28](=[CH:29][C:30]([O:34][CH3:35])=[CH:31][CH:32]=4)[N:27]=[CH:26][CH:25]=3)=[C:19]([F:36])[CH:18]=2)[C:11](=[O:38])[N:10]1[C:39]1[CH:44]=[CH:43][CH:42]=[CH:41][CH:40]=1)=[O:5].[ClH:46].CCOC(C)=O, predict the reaction product. The product is: [ClH:46].[CH3:1][NH:2][CH2:3][C:4]([O:6][C@H:7]([CH3:45])[CH2:8][N:9]1[C:13]([CH3:14])=[C:12]([C:15](=[O:37])[NH:16][C:17]2[CH:22]=[CH:21][C:20]([O:23][C:24]3[C:33]4[C:28](=[CH:29][C:30]([O:34][CH3:35])=[CH:31][CH:32]=4)[N:27]=[CH:26][CH:25]=3)=[C:19]([F:36])[CH:18]=2)[C:11](=[O:38])[N:10]1[C:39]1[CH:40]=[CH:41][CH:42]=[CH:43][CH:44]=1)=[O:5]. (6) Given the reactants [F:1][C:2]([F:45])([F:44])[C:3]1[CH:4]=[C:5]([C:13]([CH3:43])([CH3:42])[C:14]([N:16]([CH3:41])[C:17]2[C:18]([C:33]3[CH:38]=[CH:37][C:36]([F:39])=[CH:35][C:34]=3[CH3:40])=[CH:19][C:20]([C@@H:23]3[NH:27][C@:26]([CH3:32])([C:28](OC)=[O:29])[CH2:25][CH2:24]3)=[N:21][CH:22]=2)=[O:15])[CH:6]=[C:7]([C:9]([F:12])([F:11])[F:10])[CH:8]=1.CO.[NH3:48], predict the reaction product. The product is: [F:11][C:9]([F:12])([F:10])[C:7]1[CH:6]=[C:5]([C:13]([CH3:43])([CH3:42])[C:14]([N:16]([CH3:41])[C:17]2[C:18]([C:33]3[CH:38]=[CH:37][C:36]([F:39])=[CH:35][C:34]=3[CH3:40])=[CH:19][C:20]([C@@H:23]3[NH:27][C@:26]([CH3:32])([C:28]([NH2:48])=[O:29])[CH2:25][CH2:24]3)=[N:21][CH:22]=2)=[O:15])[CH:4]=[C:3]([C:2]([F:44])([F:45])[F:1])[CH:8]=1. (7) Given the reactants [CH3:1][O:2][C:3]1[CH:4]=[C:5]([C:9](=[C:18](SC)[S:19][CH3:20])[C:10]([C:12]2[CH:17]=[CH:16][CH:15]=[CH:14][CH:13]=2)=O)[CH:6]=[CH:7][CH:8]=1.O.[NH2:24][NH2:25], predict the reaction product. The product is: [CH3:1][O:2][C:3]1[CH:4]=[C:5]([C:9]2[C:10]([C:12]3[CH:17]=[CH:16][CH:15]=[CH:14][CH:13]=3)=[N:24][NH:25][C:18]=2[S:19][CH3:20])[CH:6]=[CH:7][CH:8]=1.